Dataset: Catalyst prediction with 721,799 reactions and 888 catalyst types from USPTO. Task: Predict which catalyst facilitates the given reaction. Reactant: [CH3:1][O:2][C:3]1[CH:4]=[C:5]2[C:10](=[CH:11][CH:12]=1)[CH:9]=[C:8]([C:13](=O)[CH2:14][C:15]([O:17]CC)=O)[CH:7]=[CH:6]2.[NH2:21][NH2:22]. Product: [CH3:1][O:2][C:3]1[CH:4]=[C:5]2[C:10](=[CH:11][CH:12]=1)[CH:9]=[C:8]([C:13]1[CH2:14][C:15](=[O:17])[NH:21][N:22]=1)[CH:7]=[CH:6]2. The catalyst class is: 52.